The task is: Predict the product of the given reaction.. This data is from Forward reaction prediction with 1.9M reactions from USPTO patents (1976-2016). (1) Given the reactants [Cl:1][C:2]1[C:14]([Cl:15])=[CH:13][CH:12]=[CH:11][C:3]=1[CH2:4][CH:5]([C:8](=O)[CH3:9])[C:6]#[N:7].O.[NH2:17][NH2:18], predict the reaction product. The product is: [Cl:1][C:2]1[C:14]([Cl:15])=[CH:13][CH:12]=[CH:11][C:3]=1[CH2:4][C:5]1[C:8]([CH3:9])=[N:17][NH:18][C:6]=1[NH2:7]. (2) Given the reactants [C:1]([CH:3]1[CH2:6][N:5]([C:7](=[O:44])[C@H:8]([NH:10][C:11]([C:13]2[C:21]3[C:16](=[N:17][CH:18]=[C:19]([C:22]4[C:30]5[C:25](=[CH:26][C:27]([C:31]([CH3:34])([CH3:33])[CH3:32])=[CH:28][CH:29]=5)[N:24]([CH3:35])[N:23]=4)[N:20]=3)[N:15](COCC[Si](C)(C)C)[CH:14]=2)=[O:12])[CH3:9])[CH2:4]1)#[N:2].C(O)(C(F)(F)F)=O, predict the reaction product. The product is: [C:1]([CH:3]1[CH2:4][N:5]([C:7](=[O:44])[C@H:8]([NH:10][C:11]([C:13]2[C:21]3[C:16](=[N:17][CH:18]=[C:19]([C:22]4[C:30]5[C:25](=[CH:26][C:27]([C:31]([CH3:33])([CH3:32])[CH3:34])=[CH:28][CH:29]=5)[N:24]([CH3:35])[N:23]=4)[N:20]=3)[NH:15][CH:14]=2)=[O:12])[CH3:9])[CH2:6]1)#[N:2]. (3) Given the reactants [CH2:1]([O:8][C:9]1[C:14]([C:15](=O)[CH3:16])=[C:13]([OH:18])[C:12]([O:19][C:20]2[C:28]([CH3:29])=[CH:27][C:26]([N+:30]([O-:32])=[O:31])=[C:25]3[C:21]=2[CH2:22][CH2:23][CH2:24]3)=[CH:11][CH:10]=1)[C:2]1[CH:7]=[CH:6][CH:5]=[CH:4][CH:3]=1.[C:33]([O:37][CH2:38][CH3:39])(=[O:36])[NH:34][NH2:35].CCCCCC, predict the reaction product. The product is: [CH2:1]([O:8][C:9]1[C:14]([C:15](=[N:35][NH:34][C:33]([O:37][CH2:38][CH3:39])=[O:36])[CH3:16])=[C:13]([OH:18])[C:12]([O:19][C:20]2[C:28]([CH3:29])=[CH:27][C:26]([N+:30]([O-:32])=[O:31])=[C:25]3[C:21]=2[CH2:22][CH2:23][CH2:24]3)=[CH:11][CH:10]=1)[C:2]1[CH:3]=[CH:4][CH:5]=[CH:6][CH:7]=1.